From a dataset of Full USPTO retrosynthesis dataset with 1.9M reactions from patents (1976-2016). Predict the reactants needed to synthesize the given product. (1) Given the product [CH2:41]([O:40][C:38]([C:37]1[N:35]=[CH:36][N:6]2[C:5]3[CH:18]=[CH:19][C:2]([Br:1])=[CH:3][C:4]=3[C:10]([C:11]3[CH:16]=[CH:15][CH:14]=[CH:13][N:12]=3)=[N:9][CH2:8][C:7]=12)=[O:39])[CH3:42], predict the reactants needed to synthesize it. The reactants are: [Br:1][C:2]1[CH:19]=[CH:18][C:5]2[NH:6][C:7](=O)[CH2:8][N:9]=[C:10]([C:11]3[CH:16]=[CH:15][CH:14]=[CH:13][N:12]=3)[C:4]=2[CH:3]=1.CC(C)([O-])C.[K+].P(Cl)(OCC)(OCC)=O.[N+:35]([CH2:37][C:38]([O:40][CH2:41][CH3:42])=[O:39])#[C-:36]. (2) Given the product [CH2:1]([C:5]1[CH:10]=[CH:9][C:8]([C:11]([N:13]2[CH2:18][CH2:17][CH:16]([N:19]3[C:23]4[CH:24]=[CH:25][CH:26]=[CH:27][C:22]=4[N:21]=[C:20]3[NH:13][CH2:11][CH2:8][CH2:7][CH2:6][CH2:5][CH3:1])[CH2:15][CH2:14]2)=[O:12])=[CH:7][CH:6]=1)[CH2:2][CH2:3][CH3:4], predict the reactants needed to synthesize it. The reactants are: [CH2:1]([C:5]1[CH:10]=[CH:9][C:8]([C:11]([N:13]2[CH2:18][CH2:17][CH:16]([N:19]3[C:23]4[CH:24]=[CH:25][CH:26]=[CH:27][C:22]=4[N:21]=[C:20]3S(C)(=O)=O)[CH2:15][CH2:14]2)=[O:12])=[CH:7][CH:6]=1)[CH2:2][CH2:3][CH3:4]. (3) Given the product [C:1]1([C:7](=[N:14][CH:15]([CH2:25][CH:24]([F:27])[F:23])[C:16]#[N:17])[C:8]2[CH:9]=[CH:10][CH:11]=[CH:12][CH:13]=2)[CH:2]=[CH:3][CH:4]=[CH:5][CH:6]=1, predict the reactants needed to synthesize it. The reactants are: [C:1]1([C:7](=[N:14][CH2:15][C:16]#[N:17])[C:8]2[CH:13]=[CH:12][CH:11]=[CH:10][CH:9]=2)[CH:6]=[CH:5][CH:4]=[CH:3][CH:2]=1.C([Li])CCC.[F:23][CH:24]([F:27])[CH2:25]I. (4) Given the product [C:1]1([CH2:7][CH2:8][CH2:9][CH:10]([NH:20][C:21]([C@H:23]2[CH2:28][CH2:27][C@H:26]([CH2:29][NH2:30])[CH2:25][CH2:24]2)=[O:22])[CH2:11][CH2:12][CH2:13][C:14]2[CH:15]=[CH:16][CH:17]=[CH:18][CH:19]=2)[CH:2]=[CH:3][CH:4]=[CH:5][CH:6]=1, predict the reactants needed to synthesize it. The reactants are: [C:1]1([CH2:7][CH2:8][CH2:9][CH:10]([NH:20][C:21]([C@H:23]2[CH2:28][CH2:27][C@H:26]([CH2:29][NH:30]C(OC(C)(C)C)=O)[CH2:25][CH2:24]2)=[O:22])[CH2:11][CH2:12][CH2:13][C:14]2[CH:19]=[CH:18][CH:17]=[CH:16][CH:15]=2)[CH:6]=[CH:5][CH:4]=[CH:3][CH:2]=1.FC(F)(F)C(O)=O.